This data is from Drug-target binding data from BindingDB using Ki measurements. The task is: Regression. Given a target protein amino acid sequence and a drug SMILES string, predict the binding affinity score between them. We predict pKi (pKi = -log10(Ki in M); higher means stronger inhibition). Dataset: bindingdb_ki. (1) The compound is CC(C)c1cc(-c2ccccc2)cc(C(C)C)[n+]1CC(=O)Nc1cc(Cl)c(S(N)(=O)=O)cc1S(N)(=O)=O. The pKi is 7.3. The target protein (Q95323) has sequence MRLLLALLVLAAAPPQARAASHWCYQIQVKPSNYTCLEPDEWEGSCQNNRQSPVNIVTAKTQLDPNLGRFSFSGYNMKHQWVVQNNGHTVMVLLENKPSIAGGGLSTRYQATQLHLHWSRAMDRGSEHSFDGERFAMEMHIVHEKEKGLSGNASQNQFAEDEIAVLAFMVEDGSKNVNFQPLVEALSDIPRPNMNTTMKEGVSLFDLLPEEESLRHYFRYLGSLTTPTCDEKVVWTVFQKPIQLHRDQILAFSQKLFYDDQQKVNMTDNVRPVQSLGQRQVFRSGAPGLLLAQPLPTLLAPVLACLTVGFLR. (2) The small molecule is COc1ccccc1N1CCN(CC2COC3(CCN(S(C)(=O)=O)CC3)O2)CC1. The target protein (P35368) has sequence MNPDLDTGHNTSAPAHWGELKNANFTGPNQTSSNSTLPQLDITRAISVGLVLGAFILFAIVGNILVILSVACNRHLRTPTNYFIVNLAMADLLLSFTVLPFSAALEVLGYWVLGRIFCDIWAAVDVLCCTASILSLCAISIDRYIGVRYSLQYPTLVTRRKAILALLSVWVLSTVISIGPLLGWKEPAPNDDKECGVTEEPFYALFSSLGSFYIPLAVILVMYCRVYIVAKRTTKNLEAGVMKEMSNSKELTLRIHSKNFHEDTLSSTKAKGHNPRSSIAVKLFKFSREKKAAKTLGIVVGMFILCWLPFFIALPLGSLFSTLKPPDAVFKVVFWLGYFNSCLNPIIYPCSSKEFKRAFVRILGCQCRGRGRRRRRRRRRLGGCAYTYRPWTRGGSLERSQSRKDSLDDSGSCLSGSQRTLPSASPSPGYLGRGAPPPVELCAFPEWKAPGALLSLPAPEPPGRRGRHDSGPLFTFKLLTEPESPGTDGGASNGGCEAAA.... The pKi is 6.4. (3) The pKi is 6.9. The compound is Cc1cc2c(s1)=Nc1ccccc1NC=2N1CCN(C)CC1. The target protein (P32304) has sequence MMDVNSSGRPDLYGHLRSLILPEVGRRLQDLSPDGGAHSVVSSWMPHLLSGFPEVTASPAPTWDAPPDNVSGCGEQINYGRVEKVVIGSILTLITLLTIAGNCLVVISVCFVKKLRQPSNYLIVSLALADLSVAVAVMPFVSVTDLIGGKWIFGHFFCNVFIAMDVMCCTASIMTLCVISIDRYLGITRPLTYPVRQNGKCMAKMILSVWLLSASITLPPLFGWAQNVNDDKVCLISQDFGYTIYSTAVAFYIPMSVMLFMYYQIYKAARKSAAKHKFSGFPRVQPESVISLNGVVKLQKEVEECANLSRLLKHERKNISIFKREQKAATTLGIIVGAFTVCWLPFFLLSTARPFICGTSCSCIPLWVERTCLWLGYANSLINPFIYAFFNRDLRTTYRSLLQCQYRNINRKLSAAGMHEALKLAERPERSEFVLQNCDHCGKKGHDT. (4) The small molecule is O=C(O)[C@H]1O[C@@H](Oc2ccc([C@@H]3[C@@H](CC[C@H](O)c4ccc(F)cc4)C(=O)N3c3ccc(F)cc3)cc2)[C@H](O)[C@@H](O)[C@@H]1O. The target protein (Q6T3U3) has sequence MAAAWLGWLLWALLLSAAQGELYTPKHEAGVCTFYEECGKNPELSGGLTSLSNVSCLSNTPARHVTGEHLALLQRICPRLYNGPNTTFACCSTKQLLSLESSMSITKALLTRCPACSDNFVSLHCHNTCSPDQSLFINVTRVVERGAGEPPAVVAYEAFYQRSFAEKAYESCSQVRIPAAASLAVGSMCGVYGSALCNAQRWLNFQGDTGNGLAPLDITFHLLEPGQALPDGIQPLNGKIAPCNESQGDDSAVCSCQDCAASCPVIPPPEALRPSFYMGRMPGWLALIIIFTAVFVLLSAVLVRLRVVSNRNKNKAEGPQEAPKLPHKHKLSPHTILGRFFQNWGTRVASWPLTVLALSFIVVIALAAGLTFIELTTDPVELWSAPKSQARKEKSFHDEHFGPFFRTNQIFVTARNRSSYKYDSLLLGSKNFSGILSLDFLLELLELQERLRHLQVWSPEAERNISLQDICYAPLNPYNTSLSDCCVNSLLQYFQNNRTL.... The pKi is 6.7.